From a dataset of Reaction yield outcomes from USPTO patents with 853,638 reactions. Predict the reaction yield, written as a fraction of the theoretical maximum amount of product (1.0 means a 100% yield; for example, 0.34 means a 34% yield). (1) The reactants are [C:1]([O:5][C:6](=[O:21])[NH:7][C@@H:8]1[C:14](=[O:15])[NH:13][C:12]2[CH:16]=[C:17]([F:20])[CH:18]=[CH:19][C:11]=2[O:10][CH2:9]1)([CH3:4])([CH3:3])[CH3:2].[CH3:22][Si]([N-][Si](C)(C)C)(C)C.[Li+].CI. The catalyst is O1CCCC1. The product is [C:1]([O:5][C:6](=[O:21])[NH:7][C@@H:8]1[C:14](=[O:15])[N:13]([CH3:22])[C:12]2[CH:16]=[C:17]([F:20])[CH:18]=[CH:19][C:11]=2[O:10][CH2:9]1)([CH3:4])([CH3:2])[CH3:3]. The yield is 0.510. (2) The reactants are [Br:1][C:2]1[CH:7]=[CH:6][C:5]([N:8]2[C:13](=[O:14])[C:12]3[CH:15]=[N:16][NH:17][C:11]=3[N:10]=[C:9]2[C:18]2[CH:23]=[CH:22][CH:21]=[CH:20][C:19]=2[F:24])=[CH:4][CH:3]=1.[N:25]1([C:31](Cl)=[O:32])[CH2:30][CH2:29][O:28][CH2:27][CH2:26]1. The catalyst is N1C=CC=CC=1. The product is [Br:1][C:2]1[CH:3]=[CH:4][C:5]([N:8]2[C:13](=[O:14])[C:12]3[CH:15]=[N:16][N:17]([C:31]([N:25]4[CH2:30][CH2:29][O:28][CH2:27][CH2:26]4)=[O:32])[C:11]=3[N:10]=[C:9]2[C:18]2[CH:23]=[CH:22][CH:21]=[CH:20][C:19]=2[F:24])=[CH:6][CH:7]=1. The yield is 0.350. (3) The reactants are [CH3:1][C:2](O)([CH3:28])[CH2:3][N:4]1[CH2:9][CH2:8][CH:7]([CH2:10][O:11][C:12]2[CH:13]=[N:14][C:15]([C:18]3[CH:23]=[CH:22][C:21]([S:24]([CH3:27])(=[O:26])=[O:25])=[CH:20][CH:19]=3)=[CH:16][CH:17]=2)[CH2:6][CH2:5]1.COCCN(S(F)(F)[F:40])CCOC. The catalyst is C(Cl)Cl. The product is [F:40][C:2]([CH3:28])([CH3:1])[CH2:3][N:4]1[CH2:9][CH2:8][CH:7]([CH2:10][O:11][C:12]2[CH:17]=[CH:16][C:15]([C:18]3[CH:23]=[CH:22][C:21]([S:24]([CH3:27])(=[O:26])=[O:25])=[CH:20][CH:19]=3)=[N:14][CH:13]=2)[CH2:6][CH2:5]1. The yield is 0.660. (4) The reactants are [Br:1][C:2]1[S:3][C:4]([C:8]([OH:10])=O)=[C:5]([CH3:7])[N:6]=1.CN1CCOCC1.ClC(OCC(C)C)=O.[NH2:26][CH2:27][C:28]1[CH:29]=[N:30][CH:31]=[CH:32][CH:33]=1. The catalyst is O1CCCC1. The product is [Br:1][C:2]1[S:3][C:4]([C:8]([NH:26][CH2:27][C:28]2[CH:29]=[N:30][CH:31]=[CH:32][CH:33]=2)=[O:10])=[C:5]([CH3:7])[N:6]=1. The yield is 0.520. (5) The reactants are [CH3:1][C:2]1[N:7]=[C:6](C=NO)[CH:5]=[CH:4][N:3]=1.CO.[CH2:13]([N:15](CC)CC)C. No catalyst specified. The product is [CH3:1][C:2]1[N:7]=[C:6]([NH:15][CH3:13])[CH:5]=[CH:4][N:3]=1. The yield is 0.940.